This data is from Forward reaction prediction with 1.9M reactions from USPTO patents (1976-2016). The task is: Predict the product of the given reaction. (1) Given the reactants [Cl:1][C:2]1[CH:7]=[C:6]([CH3:8])[CH:5]=[CH:4][C:3]=1[CH3:9].[N+:10]([O-])([OH:12])=[O:11].C([O-])([O-])=O.[K+].[K+].ClC1C=C(C)C([N+]([O-])=O)=CC=1C, predict the reaction product. The product is: [Cl:1][C:2]1[CH:7]=[C:6]([CH3:8])[CH:5]=[C:4]([N+:10]([O-:12])=[O:11])[C:3]=1[CH3:9]. (2) Given the reactants [Cl:1][C:2]1[CH:3]=[C:4]([CH:14]=[CH:15][CH:16]=1)[C:5]([CH3:13])([CH3:12])[C@@H:6]([C:9]([OH:11])=[O:10])[NH:7][CH3:8].Cl.[CH3:18]/[C:19](=[CH:25]\[C@@H:26]([N:30]([CH3:39])[C:31](=[O:38])[C@H:32]([C:34]([CH3:37])([CH3:36])[CH3:35])[NH2:33])[CH:27]([CH3:29])[CH3:28])/[C:20]([O:22][CH2:23][CH3:24])=[O:21].F[P-](F)(F)(F)(F)F.N1(O[P+](N2CCCC2)(N2CCCC2)N2CCCC2)C2C=CC=CC=2N=N1.C(N(C(C)C)CC)(C)C, predict the reaction product. The product is: [Cl:1][C:2]1[CH:3]=[C:4]([CH:14]=[CH:15][CH:16]=1)[C:5]([CH3:13])([CH3:12])[C@@H:6]([C:9]([NH:33][C@H:32]([C:31]([N:30]([C@@H:26]([CH:27]([CH3:28])[CH3:29])/[CH:25]=[C:19](\[CH3:18])/[C:20]([O:22][CH2:23][CH3:24])=[O:21])[CH3:39])=[O:38])[C:34]([CH3:36])([CH3:37])[CH3:35])=[O:11])[NH:7][CH3:8].[Cl:1][C:2]1[CH:3]=[C:4]([CH:14]=[CH:15][CH:16]=1)[C:5]([CH3:13])([CH3:12])[C@H:6]([C:9]([NH:33][C@H:32]([C:31]([N:30]([C@@H:26]([CH:27]([CH3:29])[CH3:28])/[CH:25]=[C:19](\[CH3:18])/[C:20]([O:22][CH2:23][CH3:24])=[O:21])[CH3:39])=[O:38])[C:34]([CH3:36])([CH3:35])[CH3:37])=[O:10])[NH:7][CH3:8]. (3) Given the reactants [OH:1][NH2:2].[C:3]1([N:9]2[CH2:14][CH2:13][N:12]([C:15]([C@H:17]3[CH2:22][CH2:21][C@@H:20]([O:23][CH2:24][C:25]4[CH:26]=[N:27][CH:28]=[CH:29][CH:30]=4)[CH2:19][C@@H:18]3[C:31](OC)=[O:32])=[O:16])[CH2:11][CH2:10]2)[CH:8]=[CH:7][CH:6]=[CH:5][CH:4]=1.CO, predict the reaction product. The product is: [OH:1][NH:2][C:31]([C@H:18]1[CH2:19][C@H:20]([O:23][CH2:24][C:25]2[CH:26]=[N:27][CH:28]=[CH:29][CH:30]=2)[CH2:21][CH2:22][C@@H:17]1[C:15]([N:12]1[CH2:13][CH2:14][N:9]([C:3]2[CH:4]=[CH:5][CH:6]=[CH:7][CH:8]=2)[CH2:10][CH2:11]1)=[O:16])=[O:32]. (4) The product is: [O:4]=[C:3]([CH3:5])[CH:2]([CH2:13][C:14]1[CH:15]=[CH:16][C:17]([CH2:18][O:19][CH:20]2[CH2:25][CH2:24][CH2:23][CH2:22][O:21]2)=[CH:26][CH:27]=1)[C:1]([O:7][CH2:8][CH3:9])=[O:6]. Given the reactants [C:1]([O:7][CH2:8][CH3:9])(=[O:6])[CH2:2][C:3]([CH3:5])=[O:4].[H-].[Na+].Cl[CH2:13][C:14]1[CH:27]=[CH:26][C:17]([CH2:18][O:19][CH:20]2[CH2:25][CH2:24][CH2:23][CH2:22][O:21]2)=[CH:16][CH:15]=1.[I-].[K+], predict the reaction product. (5) Given the reactants [OH:1][C:2]1[CH:7]=[CH:6][C:5](/[CH:8]=[CH:9]/[CH:10]=[CH:11]/[C:12]([OH:14])=O)=[CH:4][C:3]=1[O:15][CH3:16].C(N(CC)CC)C.[CH2:24]([NH2:31])[C:25]1[CH:30]=[CH:29][CH:28]=[CH:27][CH:26]=1.CN([P+](ON1N=NC2C=CC=CC1=2)(N(C)C)N(C)C)C.F[P-](F)(F)(F)(F)F, predict the reaction product. The product is: [CH2:24]([NH:31][C:12](=[O:14])/[CH:11]=[CH:10]/[CH:9]=[CH:8]/[C:5]1[CH:6]=[CH:7][C:2]([OH:1])=[C:3]([O:15][CH3:16])[CH:4]=1)[C:25]1[CH:30]=[CH:29][CH:28]=[CH:27][CH:26]=1. (6) Given the reactants [N+]([O-])(O)=O.[CH3:5][C:6]1[CH:11]=[CH:10][C:9]([N+:12]([O-:14])=[O:13])=[CH:8][C:7]=1[NH:15][C:16]([NH2:18])=[NH:17].CN(C)[CH:21]=[CH:22][C:23]([C:25]1[CH:26]=[N:27][CH:28]=[CH:29][CH:30]=1)=O.[OH-].[Na+], predict the reaction product. The product is: [CH3:5][C:6]1[CH:11]=[CH:10][C:9]([N+:12]([O-:14])=[O:13])=[CH:8][C:7]=1[NH:15][C:16]1[N:18]=[C:23]([C:25]2[CH:26]=[N:27][CH:28]=[CH:29][CH:30]=2)[CH:22]=[CH:21][N:17]=1.